Task: Predict the product of the given reaction.. Dataset: Forward reaction prediction with 1.9M reactions from USPTO patents (1976-2016) (1) Given the reactants C(#N)C.[ClH:4].[CH3:5][N:6]([CH3:13])[CH2:7]/[CH:8]=[CH:9]/[C:10](O)=[O:11].C(Cl)(=O)C([Cl:17])=O.C(OC)(=O)C(OC)=O, predict the reaction product. The product is: [ClH:17].[CH3:5][N:6]([CH3:13])[CH2:7][CH:8]=[CH:9][C:10]([Cl:4])=[O:11]. (2) Given the reactants O.C([O:9][C:10]1[CH:18]=[C:17]2[C:13]([C:14]([CH2:25][O:26][CH3:27])=[N:15][N:16]2[CH:19]2[CH2:24][CH2:23][CH2:22][CH2:21][O:20]2)=[CH:12][CH:11]=1)C1C=CC=CC=1, predict the reaction product. The product is: [CH3:27][O:26][CH2:25][C:14]1[C:13]2[C:17](=[CH:18][C:10]([OH:9])=[CH:11][CH:12]=2)[N:16]([CH:19]2[CH2:24][CH2:23][CH2:22][CH2:21][O:20]2)[N:15]=1. (3) The product is: [CH3:18][O:17][C:15]1[CH:14]=[C:13]([CH:19]=[C:20]([C:24]2[CH:29]=[CH:28][C:27]([O:30][C:31]3[CH:32]=[CH:33][C:34]([CH:37]=[CH:38][C:39](=[O:40])[NH:1][C:2]([NH2:4])=[O:3])=[CH:35][CH:36]=3)=[CH:26][CH:25]=2)[C:21]([OH:23])=[O:22])[CH:12]=[C:11]([O:10][CH3:9])[CH:16]=1. Given the reactants [NH2:1][C:2]([NH2:4])=[O:3].[O-]CC.[Na+].[CH3:9][O:10][C:11]1[CH:12]=[C:13]([CH:19]=[C:20]([C:24]2[CH:29]=[CH:28][C:27]([O:30][C:31]3[CH:36]=[CH:35][C:34]([CH:37]=[CH:38][C:39](OCC)=[O:40])=[CH:33][CH:32]=3)=[CH:26][CH:25]=2)[C:21]([OH:23])=[O:22])[CH:14]=[C:15]([O:17][CH3:18])[CH:16]=1, predict the reaction product. (4) Given the reactants [NH2:1][C:2]1[N:6]([CH:7]2[CH2:12][CH2:11][CH2:10][NH:9][CH2:8]2)[N:5]=[C:4]([C:13]2[CH:18]=[CH:17][CH:16]=[C:15]([O:19][C:20]3[CH:25]=[CH:24][C:23]([F:26])=[CH:22][CH:21]=3)[CH:14]=2)[C:3]=1[C:27]([NH2:29])=[O:28].C([O-])([O-])=O.[K+].[K+].[N:36]#[C:37]Br, predict the reaction product. The product is: [NH2:1][C:2]1[N:6]([CH:7]2[CH2:12][CH2:11][CH2:10][N:9]([C:37]#[N:36])[CH2:8]2)[N:5]=[C:4]([C:13]2[CH:18]=[CH:17][CH:16]=[C:15]([O:19][C:20]3[CH:25]=[CH:24][C:23]([F:26])=[CH:22][CH:21]=3)[CH:14]=2)[C:3]=1[C:27]([NH2:29])=[O:28]. (5) The product is: [Br:1][C:2]1[CH:3]=[C:4]2[N:10]=[C:9]([C:11]3[CH:31]=[CH:30][C:14]([O:15][CH2:16][CH2:17][CH2:18][NH2:19])=[CH:13][CH:12]=3)[NH:8][C:5]2=[N:6][CH:7]=1. Given the reactants [Br:1][C:2]1[CH:3]=[C:4]2[N:10]=[C:9]([C:11]3[CH:31]=[CH:30][C:14]([O:15][CH2:16][CH2:17][CH2:18][N:19]4C(=O)C5C(=CC=CC=5)C4=O)=[CH:13][CH:12]=3)[NH:8][C:5]2=[N:6][CH:7]=1.CN, predict the reaction product. (6) Given the reactants [NH2:1][CH2:2][C:3]1[CH:4]=[CH:5][C:6]([Cl:25])=[C:7]([C:9]2[NH:10][C:11](=[O:24])[N:12]([C:14]3[CH:19]=[CH:18][CH:17]=[C:16]([C:20]([F:23])([F:22])[F:21])[CH:15]=3)[N:13]=2)[CH:8]=1.[C:26](Cl)(=[O:31])[C:27]([CH3:30])([CH3:29])[CH3:28], predict the reaction product. The product is: [Cl:25][C:6]1[CH:5]=[CH:4][C:3]([CH2:2][NH:1][C:26](=[O:31])[C:27]([CH3:30])([CH3:29])[CH3:28])=[CH:8][C:7]=1[C:9]1[NH:10][C:11](=[O:24])[N:12]([C:14]2[CH:19]=[CH:18][CH:17]=[C:16]([C:20]([F:22])([F:23])[F:21])[CH:15]=2)[N:13]=1. (7) Given the reactants [Cl:1][C:2]1[CH:7]=[CH:6][N:5]=[C:4]([CH2:8][CH3:9])[C:3]=1I.[NH2:11][C:12]1[CH:17]=[CH:16][C:15]([C:18]#[CH:19])=[CH:14][N:13]=1.C(N(CC)CC)C.O, predict the reaction product. The product is: [Cl:1][C:2]1[CH:7]=[CH:6][N:5]=[C:4]([CH2:8][CH3:9])[C:3]=1[C:19]#[C:18][C:15]1[CH:16]=[CH:17][C:12]([NH2:11])=[N:13][CH:14]=1.